Predict the reaction yield, written as a fraction of the theoretical maximum amount of product (1.0 means a 100% yield; for example, 0.34 means a 34% yield). From a dataset of Reaction yield outcomes from USPTO patents with 853,638 reactions. (1) The reactants are [CH3:1][O:2][CH2:3][C@@H:4]([O:45][CH3:46])[O:5][C:6]1[CH:7]=[C:8]([C:23]2[NH:27][C:26]([C:28]([NH:30][C@H:31]([C:35]([O:37][CH2:38][C:39]3[CH:44]=[CH:43][CH:42]=[CH:41][CH:40]=3)=[O:36])[C@@H:32]([CH3:34])[OH:33])=O)=[CH:25][CH:24]=2)[CH:9]=[C:10]([O:12][C:13]2[CH:18]=[N:17][C:16]([S:19]([CH3:22])(=[O:21])=[O:20])=[CH:15][N:14]=2)[CH:11]=1.COCCN(S(F)(F)F)CCOC.C(=O)([O-])[O-].[K+].[K+].C(=O)([O-])O.[Na+]. The catalyst is C(Cl)Cl. The product is [CH3:1][O:2][CH2:3][C@@H:4]([O:45][CH3:46])[O:5][C:6]1[CH:7]=[C:8]([C:23]2[NH:27][C:26]([C:28]3[O:33][C@@H:32]([CH3:34])[C@@H:31]([C:35]([O:37][CH2:38][C:39]4[CH:44]=[CH:43][CH:42]=[CH:41][CH:40]=4)=[O:36])[N:30]=3)=[CH:25][CH:24]=2)[CH:9]=[C:10]([O:12][C:13]2[CH:18]=[N:17][C:16]([S:19]([CH3:22])(=[O:21])=[O:20])=[CH:15][N:14]=2)[CH:11]=1. The yield is 0.740. (2) The reactants are [C:1](Cl)(=[O:4])[CH:2]=[CH2:3].[Cl:6][C:7]1[C:8]([C:30]2[C:38]3[C:33](=[CH:34][CH:35]=[CH:36][CH:37]=3)[N:32]([CH3:39])[CH:31]=2)=[N:9][C:10]([NH:13][C:14]2[C:19]([O:20][CH3:21])=[CH:18][C:17]([N:22]3[CH2:25][CH:24]([N:26]([CH3:28])[CH3:27])[CH2:23]3)=[C:16]([NH2:29])[CH:15]=2)=[N:11][CH:12]=1. The catalyst is C(Cl)Cl. The product is [Cl:6][C:7]1[C:8]([C:30]2[C:38]3[C:33](=[CH:34][CH:35]=[CH:36][CH:37]=3)[N:32]([CH3:39])[CH:31]=2)=[N:9][C:10]([NH:13][C:14]2[C:19]([O:20][CH3:21])=[CH:18][C:17]([N:22]3[CH2:23][CH:24]([N:26]([CH3:28])[CH3:27])[CH2:25]3)=[C:16]([NH:29][C:1](=[O:4])[CH:2]=[CH2:3])[CH:15]=2)=[N:11][CH:12]=1. The yield is 0.740. (3) The reactants are [O:1]=[C:2]1[C:10]2[C:5](=[CH:6][CH:7]=[CH:8][CH:9]=2)[C:4](=[O:11])[N:3]1[CH2:12][C:13]1[N:18]=[C:17]([NH:19]C(=O)C(C)(C)C)[CH:16]=[CH:15][CH:14]=1. The catalyst is C(O)C. The product is [NH2:19][C:17]1[CH:16]=[CH:15][CH:14]=[C:13]([CH2:12][N:3]2[C:2](=[O:1])[C:10]3[C:5](=[CH:6][CH:7]=[CH:8][CH:9]=3)[C:4]2=[O:11])[N:18]=1. The yield is 0.230. (4) The reactants are [C:1]([C:4]1[C:36](=[O:37])[C@@:8]2([CH3:38])[C:9]3[C:15]([OH:16])=[CH:14][C:13]([O:17][CH3:18])=[C:12]([C:19]([NH:21][CH2:22][C:23]4[C:32]5[C:27](=[CH:28][CH:29]=[CH:30][CH:31]=5)[CH:26]=[C:25]([C:33]([OH:35])=O)[CH:24]=4)=[O:20])[C:10]=3[O:11][C:7]2=[CH:6][C:5]=1[OH:39])(=[O:3])[CH3:2].Cl.[CH3:41][NH:42][CH3:43].Cl.CN(C)C(C)CN=C=NCC.O.ON1C2C=CC=CC=2N=N1.C(N(CC)CC)C.[Cl-].[NH4+]. The catalyst is CN(C)C=O. The product is [C:1]([C:4]1[C:36](=[O:37])[C@@:8]2([CH3:38])[C:9]3[C:15]([OH:16])=[CH:14][C:13]([O:17][CH3:18])=[C:12]([C:19]([NH:21][CH2:22][C:23]4[C:32]5[C:27](=[CH:28][CH:29]=[CH:30][CH:31]=5)[CH:26]=[C:25]([C:33]([N:42]([CH3:43])[CH3:41])=[O:35])[CH:24]=4)=[O:20])[C:10]=3[O:11][C:7]2=[CH:6][C:5]=1[OH:39])(=[O:3])[CH3:2]. The yield is 0.690. (5) The reactants are [CH3:1][CH2:2][C:3]1[CH2:23][N:21]2[CH2:22][C@@H:5]([CH2:6][C@:7]([C:57]([O:59][CH3:60])=[O:58])([C:24]3[CH:25]=[C:26]4[C@:34]56[C@@H:38]7[C@:39]([CH2:54][CH3:55])([C@@H:43]([O:50][C:51]([CH3:53])=[O:52])[C@:44]([OH:49])([C:45]([O:47][CH3:48])=[O:46])[C@@H:33]5[N:32]([CH3:56])[C:27]4=[CH:28][C:29]=3[O:30][CH3:31])[CH:40]=[CH:41][CH2:42][N:37]7[CH2:36][CH2:35]6)[C:8]3[NH:16][C:15]4[CH:14]=[CH:13][C:12]([S:17][CH3:18])=[CH:11][C:10]=4[C:9]=3[CH2:19][CH2:20]2)[CH:4]=1.Cl.C(C[OH:67])(F)(F)F.[BH4-].[Na+]. The catalyst is O.O.O.O.O.O.O.C([O-])(=O)C([O-])=O.[Fe+3].C([O-])(=O)C([O-])=O.C([O-])(=O)C([O-])=O.[Fe+3].CO.CCN(CC)CC. The product is [CH3:1][CH2:2][C@@:3]1([OH:67])[CH2:23][N:21]2[CH2:22][C@@H:5]([CH2:6][C@:7]([C:57]([O:59][CH3:60])=[O:58])([C:24]3[CH:25]=[C:26]4[C@:34]56[C@@H:38]7[C@:39]([CH2:54][CH3:55])([C@@H:43]([O:50][C:51]([CH3:53])=[O:52])[C@:44]([OH:49])([C:45]([O:47][CH3:48])=[O:46])[C@@H:33]5[N:32]([CH3:56])[C:27]4=[CH:28][C:29]=3[O:30][CH3:31])[CH:40]=[CH:41][CH2:42][N:37]7[CH2:36][CH2:35]6)[C:8]3[NH:16][C:15]4[CH:14]=[CH:13][C:12]([S:17][CH3:18])=[CH:11][C:10]=4[C:9]=3[CH2:19][CH2:20]2)[CH2:4]1. The yield is 0.310.